From a dataset of Forward reaction prediction with 1.9M reactions from USPTO patents (1976-2016). Predict the product of the given reaction. (1) Given the reactants [F:1][C:2]([F:11])([F:10])[C:3]1[CH:8]=[CH:7][C:6](Br)=[CH:5][CH:4]=1.[CH3:12][O-:13].[Na+].CO, predict the reaction product. The product is: [F:1][C:2]([F:11])([F:10])[C:3]1[CH:8]=[CH:7][C:6]([O:13][CH3:12])=[CH:5][CH:4]=1. (2) Given the reactants [NH2:1][C@@H:2]([C:23]1[CH:28]=[CH:27][C:26]([F:29])=[CH:25][C:24]=1[Cl:30])[C:3]1[S:7][C:6]([NH:8][C:9]([C:11]2([C:14]3[CH:22]=[CH:21][C:17]4[O:18][CH2:19][O:20][C:16]=4[CH:15]=3)[CH2:13][CH2:12]2)=[O:10])=[N:5][CH:4]=1.[Si:31]([O:38][C@@H:39]([CH2:43]Cl)[CH2:40][CH:41]=O)([C:34]([CH3:37])([CH3:36])[CH3:35])([CH3:33])[CH3:32].[BH4-].[Na+], predict the reaction product. The product is: [O:18]1[C:17]2[CH:21]=[CH:22][C:14]([C:11]3([C:9]([NH:8][C:6]4[S:7][C:3]([C@@H:2]([N:1]5[CH2:41][CH2:40][C@@H:39]([O:38][Si:31]([C:34]([CH3:36])([CH3:35])[CH3:37])([CH3:32])[CH3:33])[CH2:43]5)[C:23]5[CH:28]=[CH:27][C:26]([F:29])=[CH:25][C:24]=5[Cl:30])=[CH:4][N:5]=4)=[O:10])[CH2:12][CH2:13]3)=[CH:15][C:16]=2[O:20][CH2:19]1. (3) Given the reactants [CH3:1][C:2]12[C:14]3[C:6](=[CH:7][C:8]([NH2:15])=[CH:9][C:10]=3[CH2:11][CH2:12][CH2:13]1)[CH2:5][CH2:4][CH2:3]2.Cl[C:17]1[N:22]=[CH:21][C:20]([C:23]([O:25][CH2:26][CH3:27])=[O:24])=[CH:19][N:18]=1.C(=O)([O-])[O-].[K+].[K+], predict the reaction product. The product is: [CH3:1][C:2]12[C:14]3[C:6](=[CH:7][C:8]([NH:15][C:17]4[N:18]=[CH:19][C:20]([C:23]([O:25][CH2:26][CH3:27])=[O:24])=[CH:21][N:22]=4)=[CH:9][C:10]=3[CH2:11][CH2:12][CH2:13]1)[CH2:5][CH2:4][CH2:3]2. (4) Given the reactants [NH2:1][C:2]1[S:6][C:5]2[CH:7]=[CH:8][CH:9]=[CH:10][C:4]=2[C:3]=1[C:11]#[N:12].F[C:14]1[CH:19]=[CH:18][C:17]([F:20])=[CH:16][C:15]=1[N+:21]([O-:23])=[O:22].[OH-].[Li+], predict the reaction product. The product is: [F:20][C:17]1[CH:18]=[CH:19][C:14]([NH:1][C:2]2[S:6][C:5]3[CH:7]=[CH:8][CH:9]=[CH:10][C:4]=3[C:3]=2[C:11]#[N:12])=[C:15]([N+:21]([O-:23])=[O:22])[CH:16]=1. (5) Given the reactants C(OC([N:8]1[CH2:15][CH:14]2[CH:10]([CH2:11][N:12]([CH2:16][C:17]3[S:18][C:19]4[N:20]=[C:21]([Cl:32])[N:22]=[C:23]([N:26]5[CH2:31][CH2:30][O:29][CH2:28][CH2:27]5)[C:24]=4[N:25]=3)[CH2:13]2)[CH2:9]1)=O)(C)(C)C.N1(C2CCNCC2)C[CH2:35][CH2:34]1, predict the reaction product. The product is: [N:8]1([CH:9]2[CH2:35][CH2:34][N:12]([CH2:16][C:17]3[S:18][C:19]4[N:20]=[C:21]([Cl:32])[N:22]=[C:23]([N:26]5[CH2:31][CH2:30][O:29][CH2:28][CH2:27]5)[C:24]=4[N:25]=3)[CH2:11][CH2:10]2)[CH2:15][CH2:14][CH2:13]1. (6) Given the reactants CO[N:3]=[C:4]1[CH:9]=[CH:8][CH:7]=[CH:6][CH:5]1[CH:10]=[CH:11][C:12]1[CH:17]=[CH:16][CH:15]=[CH:14][CH:13]=1.C(=O)(OC(Cl)(Cl)Cl)[O:19][C:20](Cl)(Cl)[Cl:21].[CH2:30](N(CC)CC)C.[OH2:37], predict the reaction product. The product is: [CH3:30][O:37][C:10]1[C:5]2[CH:6]=[CH:7][CH:8]=[CH:9][C:4]=2[N:3]([C:20]([Cl:21])=[O:19])[C:17]2[CH:16]=[CH:15][CH:14]=[CH:13][C:12]=2[CH:11]=1. (7) Given the reactants Cl[C:2]1[C:11]2[C:6](=[CH:7][CH:8]=[CH:9][CH:10]=2)[C:5]([Cl:12])=[N:4][N:3]=1.[CH3:13][O:14][C:15]1[CH:24]=[C:23]2[C:18]([CH:19]=[CH:20][C:21]([OH:25])=[CH:22]2)=[CH:17][CH:16]=1.[Cl-].[Al+3].[Cl-].[Cl-], predict the reaction product. The product is: [Cl:12][C:5]1[C:6]2[C:11](=[CH:10][CH:9]=[CH:8][CH:7]=2)[C:2]([C:22]2[C:23]3[C:18](=[CH:17][CH:16]=[C:15]([O:14][CH3:13])[CH:24]=3)[CH:19]=[CH:20][C:21]=2[OH:25])=[N:3][N:4]=1. (8) Given the reactants [C:1]([C:4]1[S:8][C:7]([CH3:9])=[N:6][C:5]=1[C:10]([O:12]CC)=[O:11])(=[O:3])[CH3:2].[OH-].[Na+], predict the reaction product. The product is: [C:1]([C:4]1[S:8][C:7]([CH3:9])=[N:6][C:5]=1[C:10]([OH:12])=[O:11])(=[O:3])[CH3:2].